Task: Predict the product of the given reaction.. Dataset: Forward reaction prediction with 1.9M reactions from USPTO patents (1976-2016) (1) The product is: [CH2:26]([N:19]1[C:20]2[C:25](=[CH:24][CH:23]=[CH:22][CH:21]=2)[C:17]([C:15]2[O:14][N:2]=[C:9]([CH2:8][N:6]([CH3:7])[CH3:5])[N:10]=2)=[N:18]1)[C:27]1[CH:32]=[CH:31][CH:30]=[CH:29][CH:28]=1. Given the reactants Cl.[NH2:2]O.[Na].[CH3:5][N:6]([CH2:8][C:9]#[N:10])[CH3:7].[H-].[Na+].C[O:14][C:15]([C:17]1[C:25]2[C:20](=[CH:21][CH:22]=[CH:23][CH:24]=2)[N:19]([CH2:26][C:27]2[CH:32]=[CH:31][CH:30]=[CH:29][CH:28]=2)[N:18]=1)=O, predict the reaction product. (2) Given the reactants [CH2:1]([N:8]1C(=O)C2[C:11](=[CH:12][C:13]([Cl:19])=[CH:14][CH:15]=2)[N:10]=[C:9]1[CH:20]([N:24]([CH2:33][CH:34](OC)OC)[C:25](=O)[C:26]1[CH:31]=[CH:30][CH:29]=[CH:28][CH:27]=1)[CH:21]([CH3:23])[CH3:22])[C:2]1[CH:7]=[CH:6][CH:5]=[CH:4][CH:3]=1.[C:39]([O-:42])(=O)[CH3:40].[NH4+:43], predict the reaction product. The product is: [CH2:1]([N:8]1[C:39](=[O:42])[C:40]2[C:11](=[CH:12][C:13]([Cl:19])=[CH:14][CH:15]=2)[N:10]=[C:9]1[CH:20]([N:24]1[CH:33]=[CH:34][N:43]=[C:25]1[C:26]1[CH:27]=[CH:28][CH:29]=[CH:30][CH:31]=1)[CH:21]([CH3:23])[CH3:22])[C:2]1[CH:7]=[CH:6][CH:5]=[CH:4][CH:3]=1.